Dataset: Forward reaction prediction with 1.9M reactions from USPTO patents (1976-2016). Task: Predict the product of the given reaction. (1) Given the reactants C([O:5][C:6](=[O:22])[CH2:7][N:8]1[C:12]2=[N:13][CH:14]=[CH:15][CH:16]=[C:11]2[C:10]([C:17]2[NH:18][CH:19]=[CH:20][N:21]=2)=[N:9]1)(C)(C)C, predict the reaction product. The product is: [NH:21]1[CH:20]=[CH:19][N:18]=[C:17]1[C:10]1[C:11]2[C:12](=[N:13][CH:14]=[CH:15][CH:16]=2)[N:8]([CH2:7][C:6]([OH:22])=[O:5])[N:9]=1. (2) Given the reactants [CH2:1]([C:8]1[CH:9]=[C:10]([C:22](=[O:33])[CH2:23][C:24]([C:26]2C=C(C)[CH:29]=[CH:28][N:27]=2)=[O:25])[CH:11]=[C:12]([CH2:14][N:15]2[CH2:19][CH2:18][CH2:17][S:16]2(=[O:21])=[O:20])[CH:13]=1)[C:2]1[CH:7]=[CH:6][CH:5]=[CH:4][CH:3]=1.C(C1C=C(C(=O)C)C=C(CN2CCC[S:49]2(=O)=O)C=1)C1C=CC=CC=1, predict the reaction product. The product is: [CH2:1]([C:8]1[CH:9]=[C:10]([C:22](=[O:33])[CH2:23][C:24]([C:26]2[S:49][CH:29]=[CH:28][N:27]=2)=[O:25])[CH:11]=[C:12]([CH2:14][N:15]2[CH2:19][CH2:18][CH2:17][S:16]2(=[O:20])=[O:21])[CH:13]=1)[C:2]1[CH:3]=[CH:4][CH:5]=[CH:6][CH:7]=1. (3) Given the reactants [F:1][C:2]1[CH:3]=[C:4]([CH2:9][CH2:10][NH:11][C:12]2[N:17]=[C:16]([C:18]3[CH:19]=[CH:20][C:21]([O:36][CH3:37])=[C:22]([CH:35]=3)[CH2:23][N:24]([CH:29]3[CH2:34][CH2:33][NH:32][CH2:31][CH2:30]3)[S:25]([CH3:28])(=[O:27])=[O:26])[CH:15]=[CH:14][N:13]=2)[CH:5]=[CH:6][C:7]=1O.C(OC(N1CCC(N(CC2C=C(C3C=CN=C(Cl)N=3)C=CC=2OC)S(C)(=O)=O)CC1)=O)(C)(C)C, predict the reaction product. The product is: [F:1][C:2]1[CH:3]=[C:4]([CH2:9][CH2:10][NH:11][C:12]2[N:17]=[C:16]([C:18]3[CH:19]=[CH:20][C:21]([O:36][CH3:37])=[C:22]([CH:35]=3)[CH2:23][N:24]([CH:29]3[CH2:30][CH2:31][NH:32][CH2:33][CH2:34]3)[S:25]([CH3:28])(=[O:26])=[O:27])[CH:15]=[CH:14][N:13]=2)[CH:5]=[CH:6][CH:7]=1. (4) The product is: [CH:28]([N:22]1[CH2:21][CH2:20][N:16]2[C:17]3[CH:18]=[CH:19][C:11]([O:10][CH:7]4[CH2:8][CH2:9][N:4]([CH:1]([CH3:3])[CH3:2])[CH2:5][CH2:6]4)=[CH:12][C:13]=3[CH:14]=[C:15]2[C:23]1=[O:24])([CH3:30])[CH3:29]. Given the reactants [CH:1]([N:4]1[CH2:9][CH2:8][CH:7]([O:10][C:11]2[CH:19]=[CH:18][C:17]3[N:16]4[CH2:20][CH2:21][NH:22][C:23](=[O:24])[C:15]4=[CH:14][C:13]=3[CH:12]=2)[CH2:6][CH2:5]1)([CH3:3])[CH3:2].[H-].[Na+].Br[CH:28]([CH3:30])[CH3:29], predict the reaction product.